Task: Predict the product of the given reaction.. Dataset: Forward reaction prediction with 1.9M reactions from USPTO patents (1976-2016) Given the reactants [C:1]([O:5][C:6](=[O:24])[NH:7][C:8]1[CH:13]=[C:12]([O:14][CH2:15][CH2:16][O:17][CH3:18])[C:11]([C:19]([F:22])([F:21])[F:20])=[CH:10][C:9]=1[NH2:23])([CH3:4])([CH3:3])[CH3:2].C([O:29][C:30](=O)[CH2:31][C:32]([C:34]1[CH:39]=[CH:38][CH:37]=[C:36]([C:40]2[CH:45]=[CH:44][N:43]=[C:42]([C:46]#[N:47])[CH:41]=2)[CH:35]=1)=[O:33])(C)(C)C, predict the reaction product. The product is: [C:1]([O:5][C:6](=[O:24])[NH:7][C:8]1[CH:13]=[C:12]([O:14][CH2:15][CH2:16][O:17][CH3:18])[C:11]([C:19]([F:22])([F:21])[F:20])=[CH:10][C:9]=1[NH:23][C:30](=[O:29])[CH2:31][C:32]([C:34]1[CH:39]=[CH:38][CH:37]=[C:36]([C:40]2[CH:45]=[CH:44][N:43]=[C:42]([C:46]#[N:47])[CH:41]=2)[CH:35]=1)=[O:33])([CH3:4])([CH3:2])[CH3:3].